Dataset: Forward reaction prediction with 1.9M reactions from USPTO patents (1976-2016). Task: Predict the product of the given reaction. (1) Given the reactants [Br:1][C:2]1[CH:7]=[CH:6][C:5]([OH:8])=[CH:4][CH:3]=1.C(N(CC)CC)C.[C:16](Cl)(=[O:19])[CH2:17][CH3:18], predict the reaction product. The product is: [C:16]([O:8][C:5]1[CH:6]=[CH:7][C:2]([Br:1])=[CH:3][CH:4]=1)(=[O:19])[CH2:17][CH3:18]. (2) The product is: [CH3:1][S:2]([C:5]1[CH:6]=[C:7]([CH:8]=[CH:9][C:10]=1[O:11][C:12]([F:13])([F:14])[F:15])[NH2:16])(=[O:4])=[O:3]. Given the reactants [CH3:1][S:2]([C:5]1[CH:6]=[C:7]([N+:16]([O-])=O)[CH:8]=[CH:9][C:10]=1[O:11][C:12]([F:15])([F:14])[F:13])(=[O:4])=[O:3].[H][H], predict the reaction product. (3) Given the reactants [C:1]1([CH2:7][OH:8])[CH:6]=[CH:5][CH:4]=[CH:3][CH:2]=1.[H-].[Na+].Br[C:12]1[C:13]2[N:14]([CH:19]=[CH:20][N:21]=2)[N:15]=[C:16]([Cl:18])[CH:17]=1.O, predict the reaction product. The product is: [CH2:7]([O:8][C:12]1[C:13]2[N:14]([CH:19]=[CH:20][N:21]=2)[N:15]=[C:16]([Cl:18])[CH:17]=1)[C:1]1[CH:6]=[CH:5][CH:4]=[CH:3][CH:2]=1. (4) Given the reactants [Br:1][C:2]1[C:10](O)=[CH:9][C:5]([C:6]([OH:8])=[O:7])=[C:4]([F:12])[CH:3]=1.[C:13]([O-])([O-])=O.[K+].[K+].S([O:24][CH3:25])(OC)(=O)=O, predict the reaction product. The product is: [Br:1][C:2]1[C:10]([O:24][CH3:25])=[CH:9][C:5]([C:6]([O:8][CH3:13])=[O:7])=[C:4]([F:12])[CH:3]=1. (5) The product is: [ClH:1].[C:6](/[C:8](/[C:32]1[CH:37]=[CH:36][C:35]([O:38][CH3:39])=[C:34]([O:40][CH3:41])[CH:33]=1)=[CH:9]\[C:10]1[S:14][C:13]([N:15]2[CH2:16][CH2:17][CH:18]([O:21][C:22](=[O:31])[CH2:23][N:24]3[CH2:25][CH2:26][CH:27]([OH:30])[CH2:28][CH2:29]3)[CH2:19][CH2:20]2)=[CH:12][CH:11]=1)#[N:7]. Given the reactants [ClH:1].CC(O)C.[C:6](/[C:8](/[C:32]1[CH:37]=[CH:36][C:35]([O:38][CH3:39])=[C:34]([O:40][CH3:41])[CH:33]=1)=[CH:9]\[C:10]1[S:14][C:13]([N:15]2[CH2:20][CH2:19][CH:18]([O:21][C:22](=[O:31])[CH2:23][N:24]3[CH2:29][CH2:28][CH:27]([OH:30])[CH2:26][CH2:25]3)[CH2:17][CH2:16]2)=[CH:12][CH:11]=1)#[N:7], predict the reaction product.